This data is from Full USPTO retrosynthesis dataset with 1.9M reactions from patents (1976-2016). The task is: Predict the reactants needed to synthesize the given product. (1) Given the product [C:1]([O:5][C:6]([N:8]1[CH2:14][CH2:13][C:12]2[C:15]([C:30]#[C:29][C:28]([CH3:32])([CH3:31])[CH3:27])=[CH:16][CH:17]=[CH:18][C:11]=2[CH2:10][CH2:9]1)=[O:7])([CH3:4])([CH3:3])[CH3:2], predict the reactants needed to synthesize it. The reactants are: [C:1]([O:5][C:6]([N:8]1[CH2:14][CH2:13][C:12]2[C:15](OS(C(F)(F)F)(=O)=O)=[CH:16][CH:17]=[CH:18][C:11]=2[CH2:10][CH2:9]1)=[O:7])([CH3:4])([CH3:3])[CH3:2].[CH3:27][C:28]([CH3:32])([CH3:31])[C:29]#[CH:30]. (2) Given the product [CH2:1]([NH:3][C:4]([NH:6][C:7]1[N:12]=[CH:11][C:10]([C:13]2[C:14]([O:23][CH:24]3[CH2:25][CH2:26][N:27]([C:30]([O:32][C:33]([CH3:36])([CH3:34])[CH3:35])=[O:31])[CH2:28][CH2:29]3)=[N:15][CH:16]=[C:17]([C:19]3[O:20][C:46]([CH3:47])=[N:22][N:21]=3)[CH:18]=2)=[C:9]([C:37]2[S:38][CH:39]=[C:40]([C:42]([F:43])([F:44])[F:45])[N:41]=2)[CH:8]=1)=[O:5])[CH3:2], predict the reactants needed to synthesize it. The reactants are: [CH2:1]([NH:3][C:4]([NH:6][C:7]1[N:12]=[CH:11][C:10]([C:13]2[C:14]([O:23][CH:24]3[CH2:29][CH2:28][N:27]([C:30]([O:32][C:33]([CH3:36])([CH3:35])[CH3:34])=[O:31])[CH2:26][CH2:25]3)=[N:15][CH:16]=[C:17]([C:19]([NH:21][NH2:22])=[O:20])[CH:18]=2)=[C:9]([C:37]2[S:38][CH:39]=[C:40]([C:42]([F:45])([F:44])[F:43])[N:41]=2)[CH:8]=1)=[O:5])[CH3:2].[CH2:46](C(CC)(CC)C([O-])([O-])[O-])[CH3:47]. (3) Given the product [F:14][C:15]1[CH:20]=[C:19]([S:21][CH3:22])[CH:18]=[CH:17][C:16]=1[NH:23][C:2]1[N:3]([CH3:13])[C:4](=[O:12])[CH:5]=[CH:6][C:7]=1[C:8]([O:10][CH3:11])=[O:9], predict the reactants needed to synthesize it. The reactants are: Cl[C:2]1[N:3]([CH3:13])[C:4](=[O:12])[CH:5]=[CH:6][C:7]=1[C:8]([O:10][CH3:11])=[O:9].[F:14][C:15]1[CH:20]=[C:19]([S:21][CH3:22])[CH:18]=[CH:17][C:16]=1[NH2:23].